This data is from Full USPTO retrosynthesis dataset with 1.9M reactions from patents (1976-2016). The task is: Predict the reactants needed to synthesize the given product. (1) Given the product [Cl:19][C:20]1[CH:31]=[CH:30][C:23]2[NH:24][C:25]([C@@H:27]([NH:29][C:5](=[O:6])[C:4]3[CH:8]=[CH:9][C:10]([N:11]4[CH2:17][CH2:16][CH2:15][N:14]([CH3:18])[CH2:13][CH2:12]4)=[C:2]([CH3:1])[CH:3]=3)[CH3:28])=[N:26][C:22]=2[CH:21]=1, predict the reactants needed to synthesize it. The reactants are: [CH3:1][C:2]1[CH:3]=[C:4]([CH:8]=[CH:9][C:10]=1[N:11]1[CH2:17][CH2:16][CH2:15][N:14]([CH3:18])[CH2:13][CH2:12]1)[C:5](Cl)=[O:6].[Cl:19][C:20]1[CH:31]=[CH:30][C:23]2[NH:24][C:25]([C@@H:27]([NH2:29])[CH3:28])=[N:26][C:22]=2[CH:21]=1. (2) Given the product [NH2:9][C:6]1[CH:7]=[CH:8][N:4]([CH2:3][C:2]([CH3:12])([OH:13])[CH3:1])[N:5]=1, predict the reactants needed to synthesize it. The reactants are: [CH3:1][C:2]([OH:13])([CH3:12])[CH2:3][N:4]1[CH:8]=[CH:7][C:6]([N+:9]([O-])=O)=[N:5]1.[H][H]. (3) Given the product [N:17]1[CH:18]=[CH:19][CH:20]=[CH:21][C:16]=1[CH2:3][C:4](=[O:9])[CH2:5][C:6](=[O:8])[CH3:7], predict the reactants needed to synthesize it. The reactants are: [H-].[Na+].[CH3:3][C:4](=[O:9])[CH2:5][C:6](=[O:8])[CH3:7].C([Li])CCC.F[C:16]1[CH:21]=[CH:20][CH:19]=[CH:18][N:17]=1.Cl. (4) Given the product [O:36]1[C:40]2[CH:41]=[CH:42][C:43]([C:45]([N:47]=[C:48]=[S:49])=[O:46])=[CH:44][C:39]=2[O:38][CH2:37]1.[O:36]1[C:40]2[CH:41]=[CH:42][C:43]([C:45]([NH:47][C:48]([NH:17][C:16]3[CH:18]=[CH:19][C:20]([O:21][C:22]4[C:31]5[C:26](=[CH:27][C:28]([O:34][CH3:35])=[C:29]([O:32][CH3:33])[CH:30]=5)[N:25]=[CH:24][CH:23]=4)=[C:14]([Cl:13])[CH:15]=3)=[S:49])=[O:46])=[CH:44][C:39]=2[O:38][CH2:37]1, predict the reactants needed to synthesize it. The reactants are: O1C2C=CC(C(Cl)=O)=CC=2OC1.[Cl:13][C:14]1[CH:15]=[C:16]([CH:18]=[CH:19][C:20]=1[O:21][C:22]1[C:31]2[C:26](=[CH:27][C:28]([O:34][CH3:35])=[C:29]([O:32][CH3:33])[CH:30]=2)[N:25]=[CH:24][CH:23]=1)[NH2:17].[O:36]1[C:40]2[CH:41]=[CH:42][C:43]([C:45]([N:47]=[C:48]=[S:49])=[O:46])=[CH:44][C:39]=2[O:38][CH2:37]1. (5) Given the product [CH3:21][O:18][C:15](=[O:16])[C:2]1[CH:10]=[C:9]([C:11]([F:12])([F:13])[F:14])[CH:8]=[C:4]([O:28][CH3:27])[CH:3]=1, predict the reactants needed to synthesize it. The reactants are: O[C:2]1[CH:3]=[C:4]([CH:8]=[C:9]([C:11]([F:14])([F:13])[F:12])[CH:10]=1)C(O)=O.[C:15]([O-:18])([O-])=[O:16].[K+].[K+].[CH3:21]I.O.CN([CH:27]=[O:28])C. (6) Given the product [Br:16][C:17]1[CH:18]=[C:19]([CH:23]=[C:24]([Br:26])[CH:25]=1)[C:20]([N:14]([CH2:13][C@H:9]([C:6]1[CH:7]=[CH:8][C:3]([F:2])=[CH:4][CH:5]=1)[CH2:10][CH2:11][OH:12])[CH3:15])=[O:21], predict the reactants needed to synthesize it. The reactants are: O.[F:2][C:3]1[CH:8]=[CH:7][C:6]([C@@H:9]([CH2:13][NH:14][CH3:15])[CH2:10][CH2:11][OH:12])=[CH:5][CH:4]=1.[Br:16][C:17]1[CH:18]=[C:19]([CH:23]=[C:24]([Br:26])[CH:25]=1)[C:20](Cl)=[O:21].